Predict the product of the given reaction. From a dataset of Forward reaction prediction with 1.9M reactions from USPTO patents (1976-2016). (1) Given the reactants [CH3:1][C:2]([OH:7])([CH3:6])[CH2:3][CH2:4][OH:5].N1C=CC=CC=1.[CH3:14][C:15]1[CH:20]=[CH:19][C:18]([S:21](Cl)(=[O:23])=[O:22])=[CH:17][CH:16]=1.Cl, predict the reaction product. The product is: [OH:7][C:2]([CH3:6])([CH3:1])[CH2:3][CH2:4][O:5][S:21]([C:18]1[CH:19]=[CH:20][C:15]([CH3:14])=[CH:16][CH:17]=1)(=[O:23])=[O:22]. (2) Given the reactants C(OC([N:8]([O:28]C(OC(C)(C)C)=O)[C:9]1([C:23](=[N:25][O:26][CH3:27])[CH3:24])[C:13](=[O:14])[N:12]([CH3:15])[N:11]=[C:10]1[C:16]1[CH:21]=[CH:20][C:19]([F:22])=[CH:18][CH:17]=1)=O)(C)(C)C, predict the reaction product. The product is: [F:22][C:19]1[CH:18]=[CH:17][C:16]([C:10]2[C:9]([NH:8][OH:28])([C:23](=[N:25][O:26][CH3:27])[CH3:24])[C:13](=[O:14])[N:12]([CH3:15])[N:11]=2)=[CH:21][CH:20]=1. (3) Given the reactants [C:1]([O:5][C:6]([N:8]1[CH2:13][CH2:12][N:11]([C:14]2[N:19]=[C:18]([C:20]3[CH:25]=[CH:24][N:23]=[C:22](F)[CH:21]=3)[C:17]([C:27]3[CH:32]=[CH:31][CH:30]=[CH:29][CH:28]=3)=[C:16]([C:33](=[O:35])[NH2:34])[CH:15]=2)[CH2:10][CH2:9]1)=[O:7])([CH3:4])([CH3:3])[CH3:2].[CH:36]1([NH2:42])[CH2:41][CH2:40][CH2:39][CH2:38][CH2:37]1, predict the reaction product. The product is: [C:1]([O:5][C:6]([N:8]1[CH2:13][CH2:12][N:11]([C:14]2[N:19]=[C:18]([C:20]3[CH:25]=[CH:24][N:23]=[C:22]([NH:42][CH:36]4[CH2:41][CH2:40][CH2:39][CH2:38][CH2:37]4)[CH:21]=3)[C:17]([C:27]3[CH:32]=[CH:31][CH:30]=[CH:29][CH:28]=3)=[C:16]([C:33](=[O:35])[NH2:34])[CH:15]=2)[CH2:10][CH2:9]1)=[O:7])([CH3:4])([CH3:3])[CH3:2]. (4) Given the reactants [O:1]1[CH2:6][CH2:5][CH:4]([C:7]2[N:8]=[CH:9][C:10]([NH2:13])=[N:11][CH:12]=2)[CH2:3][CH2:2]1.C1C(=O)N([Br:21])C(=O)C1, predict the reaction product. The product is: [Br:21][C:9]1[C:10]([NH2:13])=[N:11][CH:12]=[C:7]([CH:4]2[CH2:3][CH2:2][O:1][CH2:6][CH2:5]2)[N:8]=1. (5) Given the reactants [C:1]1(=[O:13])[O:10][C:8](=O)[CH:7]2[CH2:11][CH2:12][C:2]1([C:4]2([CH3:6])[CH3:5])[CH3:3].[NH2:14][C:15]1[CH:25]=[CH:24][C:18]([C:19]([O:21][CH2:22]C)=[O:20])=[CH:17][CH:16]=1.CC1(C)CC(=O)OC(=O)C1, predict the reaction product. The product is: [CH3:3][C:2]12[C:4]([CH3:5])([CH3:6])[CH:7]([CH2:11][CH2:12]1)[C:8](=[O:10])[N:14]([C:15]1[CH:16]=[CH:17][C:18]([C:19]([O:21][CH3:22])=[O:20])=[CH:24][CH:25]=1)[C:1]2=[O:13]. (6) The product is: [ClH:2].[Cl:2][C:3]1[C:12]2[C:7](=[CH:8][C:9]([S:13]([NH:16][CH2:17][C:18]([CH3:25])([CH3:24])[C:19]([OH:21])=[O:20])(=[O:14])=[O:15])=[CH:10][CH:11]=2)[C:6]([NH:26][C:27]([NH2:29])=[NH:28])=[N:5][CH:4]=1. Given the reactants Cl.[Cl:2][C:3]1[C:12]2[C:7](=[CH:8][C:9]([S:13]([NH:16][CH2:17][C:18]([CH3:25])([CH3:24])[C:19]([O:21]CC)=[O:20])(=[O:15])=[O:14])=[CH:10][CH:11]=2)[C:6]([NH:26][C:27]([NH2:29])=[NH:28])=[N:5][CH:4]=1.CO.Cl, predict the reaction product. (7) Given the reactants C[O:2][C:3]1[N:4]([CH2:18][CH:19]2[CH2:23][CH2:22][O:21][CH2:20]2)[C:5]2[C:10]([N:11]=1)=[C:9]([NH2:12])[N:8]=[C:7]([O:13][CH2:14][CH2:15][O:16][CH3:17])[N:6]=2.[H][H].O1CCOCC1.O.[OH-].[Na+], predict the reaction product. The product is: [NH2:12][C:9]1[N:8]=[C:7]([O:13][CH2:14][CH2:15][O:16][CH3:17])[N:6]=[C:5]2[C:10]=1[NH:11][C:3](=[O:2])[N:4]2[CH2:18][CH:19]1[CH2:23][CH2:22][O:21][CH2:20]1. (8) Given the reactants [NH2:1][C:2]1[CH:10]=[CH:9][C:8]([F:11])=[CH:7][C:3]=1[C:4]([OH:6])=O.[OH2:12].[OH:13][C:14]1[C:22]2[N:21]=NN[C:18]=2C=CC=1.CN(C)C=O.Cl.C(N=C=NC[CH2:35][CH2:36]N(C)C)C, predict the reaction product. The product is: [NH2:1][C:2]1[CH:10]=[CH:9][C:8]([F:11])=[CH:7][C:3]=1[C:4]([NH:21][C@H:22]([CH3:18])[C:14]([O:13][CH2:35][CH3:36])=[O:12])=[O:6]. (9) The product is: [Cl:1][C:2]1[CH:24]=[C:23]([O:25][CH2:26][CH:27]=[C:28]([Cl:30])[Cl:29])[CH:22]=[C:21]([Cl:31])[C:3]=1[O:4][CH2:5][CH2:6][CH2:7][O:8][C:9]1[CH:10]=[CH:11][C:12](/[C:13](=[N:15]\[O:16][CH2:17][CH3:18])/[NH:14][C:41](=[O:42])[C:40]([F:51])([F:50])[F:39])=[CH:19][CH:20]=1. Given the reactants [Cl:1][C:2]1[CH:24]=[C:23]([O:25][CH2:26][CH:27]=[C:28]([Cl:30])[Cl:29])[CH:22]=[C:21]([Cl:31])[C:3]=1[O:4][CH2:5][CH2:6][CH2:7][O:8][C:9]1[CH:20]=[CH:19][C:12]([C:13]([NH:15][O:16][CH2:17][CH3:18])=[NH:14])=[CH:11][CH:10]=1.C(N(CC)CC)C.[F:39][C:40]([F:51])([F:50])[C:41](O[C:41](=[O:42])[C:40]([F:51])([F:50])[F:39])=[O:42].Cl, predict the reaction product.